This data is from Full USPTO retrosynthesis dataset with 1.9M reactions from patents (1976-2016). The task is: Predict the reactants needed to synthesize the given product. Given the product [Cl:3][C:4]1[CH:5]=[C:6]([C:14]2[O:18][N:17]=[C:16]([C:19]3[CH:20]=[CH:21][CH:22]=[C:23]4[C:27]=3[N:26]([CH3:28])[CH:25]=[C:24]4[CH2:29][CH2:30][CH2:31][OH:32])[N:15]=2)[CH:7]=[CH:8][C:9]=1[O:10][CH:11]([CH3:12])[CH3:13], predict the reactants needed to synthesize it. The reactants are: [BH4-].[Na+].[Cl:3][C:4]1[CH:5]=[C:6]([C:14]2[O:18][N:17]=[C:16]([C:19]3[CH:20]=[CH:21][CH:22]=[C:23]4[C:27]=3[N:26]([CH3:28])[CH:25]=[C:24]4[CH2:29][CH2:30][C:31](O)=[O:32])[N:15]=2)[CH:7]=[CH:8][C:9]=1[O:10][CH:11]([CH3:13])[CH3:12].